This data is from Catalyst prediction with 721,799 reactions and 888 catalyst types from USPTO. The task is: Predict which catalyst facilitates the given reaction. Reactant: [BH4-].[Na+].[C:3]([C:5]1([C:18](OCC)=[O:19])[CH2:10][CH2:9][N:8]([C:11]([O:13][C:14]([CH3:17])([CH3:16])[CH3:15])=[O:12])[CH2:7][CH2:6]1)#[N:4]. Product: [C:3]([C:5]1([CH2:18][OH:19])[CH2:10][CH2:9][N:8]([C:11]([O:13][C:14]([CH3:15])([CH3:16])[CH3:17])=[O:12])[CH2:7][CH2:6]1)#[N:4]. The catalyst class is: 5.